Dataset: Peptide-MHC class I binding affinity with 185,985 pairs from IEDB/IMGT. Task: Regression. Given a peptide amino acid sequence and an MHC pseudo amino acid sequence, predict their binding affinity value. This is MHC class I binding data. (1) The peptide sequence is PSPPTNTPEAL. The MHC is Mamu-A01 with pseudo-sequence Mamu-A01. The binding affinity (normalized) is 0.544. (2) The peptide sequence is PYVPMPCMI. The MHC is HLA-A23:01 with pseudo-sequence HLA-A23:01. The binding affinity (normalized) is 0.655. (3) The peptide sequence is RSLFNTVAVLY. The MHC is HLA-B08:03 with pseudo-sequence HLA-B08:03. The binding affinity (normalized) is 0.0847. (4) The peptide sequence is RGFPTAFEF. The MHC is Mamu-B52 with pseudo-sequence Mamu-B52. The binding affinity (normalized) is 0.545. (5) The peptide sequence is RYPLTLGW. The MHC is HLA-A02:06 with pseudo-sequence HLA-A02:06. The binding affinity (normalized) is 0. (6) The peptide sequence is KFKPRFAGV. The MHC is HLA-B46:01 with pseudo-sequence HLA-B46:01. The binding affinity (normalized) is 0.0847.